Dataset: Reaction yield outcomes from USPTO patents with 853,638 reactions. Task: Predict the reaction yield, written as a fraction of the theoretical maximum amount of product (1.0 means a 100% yield; for example, 0.34 means a 34% yield). (1) The reactants are [Cl:1][C:2]1[CH:32]=[CH:31][C:5]([CH2:6][CH2:7][NH:8][C:9]([C:11]2[CH:30]=[CH:29][C:14]([O:15][C:16]3[CH:21]=[CH:20][C:19]([CH2:22][C:23]([O:25][CH2:26][CH3:27])=[O:24])=[CH:18][C:17]=3Br)=[CH:13][CH:12]=2)=[O:10])=[CH:4][CH:3]=1.[CH3:33][S:34]([C:37]1[CH:38]=[C:39](B(O)O)[CH:40]=[CH:41][CH:42]=1)(=[O:36])=[O:35].C([O-])([O-])=O.[K+].[K+]. The catalyst is O1CCOCC1.O. The product is [Cl:1][C:2]1[CH:32]=[CH:31][C:5]([CH2:6][CH2:7][NH:8][C:9]([C:11]2[CH:30]=[CH:29][C:14]([O:15][C:16]3[C:17]([C:41]4[CH:40]=[CH:39][CH:38]=[C:37]([S:34]([CH3:33])(=[O:36])=[O:35])[CH:42]=4)=[CH:18][C:19]([CH2:22][C:23]([O:25][CH2:26][CH3:27])=[O:24])=[CH:20][CH:21]=3)=[CH:13][CH:12]=2)=[O:10])=[CH:4][CH:3]=1. The yield is 0.698. (2) The reactants are C[O:2][C:3](=[O:43])[CH:4]([C:26]1[C:34]2[C:29](=[CH:30][CH:31]=[CH:32][CH:33]=2)[N:28]([CH2:35][O:36][CH2:37][CH2:38][Si:39]([CH3:42])([CH3:41])[CH3:40])[CH:27]=1)[CH2:5][C:6]1[CH:10]=[C:9]([C:11]2[CH:16]=[CH:15][C:14]([CH3:17])=[CH:13][CH:12]=2)[N:8]([C:18]2[CH:23]=[CH:22][C:21]([O:24][CH3:25])=[CH:20][CH:19]=2)[N:7]=1.[OH-].[Li+].C1COCC1.O. The catalyst is CO. The product is [CH3:25][O:24][C:21]1[CH:20]=[CH:19][C:18]([N:8]2[C:9]([C:11]3[CH:16]=[CH:15][C:14]([CH3:17])=[CH:13][CH:12]=3)=[CH:10][C:6]([CH2:5][CH:4]([C:26]3[C:34]4[C:29](=[CH:30][CH:31]=[CH:32][CH:33]=4)[N:28]([CH2:35][O:36][CH2:37][CH2:38][Si:39]([CH3:42])([CH3:41])[CH3:40])[CH:27]=3)[C:3]([OH:43])=[O:2])=[N:7]2)=[CH:23][CH:22]=1. The yield is 0.890. (3) The reactants are Cl[C:2]1[CH:7]=[C:6]([N:8]2[CH:13]3[CH2:14][CH2:15][CH:9]2[CH2:10][CH:11]([C:16]([F:19])([F:18])[F:17])[CH2:12]3)[C:5]([F:20])=[CH:4][N:3]=1.C[C:22]([N:24](C)C)=O. The catalyst is O.C1C=CC(P(C2C=CC=CC=2)[C-]2C=CC=C2)=CC=1.C1C=CC(P(C2C=CC=CC=2)[C-]2C=CC=C2)=CC=1.[Fe+2].[Zn]. The product is [F:20][C:5]1[C:6]([N:8]2[CH:13]3[CH2:14][CH2:15][CH:9]2[CH2:10][CH:11]([C:16]([F:19])([F:18])[F:17])[CH2:12]3)=[CH:7][C:2]([C:22]#[N:24])=[N:3][CH:4]=1. The yield is 0.160. (4) The reactants are Br[C:2]1[CH:33]=[CH:32][C:5]([C:6]([N:8]([C:22]2[C:31]3[C:26](=[CH:27][CH:28]=[CH:29][CH:30]=3)[CH:25]=[CH:24][N:23]=2)[C@@H:9]2[CH2:14][CH2:13][CH2:12][N:11]([C:15]([O:17][C:18]([CH3:21])([CH3:20])[CH3:19])=[O:16])[CH2:10]2)=[O:7])=[CH:4][CH:3]=1.[B:34]1([B:34]2[O:38][C:37]([CH3:40])([CH3:39])[C:36]([CH3:42])([CH3:41])[O:35]2)[O:38][C:37]([CH3:40])([CH3:39])[C:36]([CH3:42])([CH3:41])[O:35]1.CC([O-])=O.[K+]. The catalyst is O1CCOCC1.C1C=CC(P(C2C=CC=CC=2)[C-]2C=CC=C2)=CC=1.C1C=CC(P(C2C=CC=CC=2)[C-]2C=CC=C2)=CC=1.Cl[Pd]Cl.[Fe+2]. The product is [C:22]1([N:8]([C:6](=[O:7])[C:5]2[CH:32]=[CH:33][C:2]([B:34]3[O:38][C:37]([CH3:40])([CH3:39])[C:36]([CH3:42])([CH3:41])[O:35]3)=[CH:3][CH:4]=2)[C@@H:9]2[CH2:14][CH2:13][CH2:12][N:11]([C:15]([O:17][C:18]([CH3:19])([CH3:20])[CH3:21])=[O:16])[CH2:10]2)[C:31]2[C:26](=[CH:27][CH:28]=[CH:29][CH:30]=2)[CH:25]=[CH:24][N:23]=1. The yield is 0.940. (5) The reactants are Br[C:2]1[CH:3]=[N:4][CH:5]=[N:6][CH:7]=1.[CH3:8][Si:9]([C:12]#[CH:13])([CH3:11])[CH3:10]. The catalyst is C1(C)C=CC=CC=1.C(NC(C)C)(C)C.C(OCC)(=O)C.C1C=CC(P(C2C=CC=CC=2)C2C=CC=CC=2)=CC=1.C1C=CC(P(C2C=CC=CC=2)C2C=CC=CC=2)=CC=1.C1C=CC(P(C2C=CC=CC=2)C2C=CC=CC=2)=CC=1.C1C=CC(P(C2C=CC=CC=2)C2C=CC=CC=2)=CC=1.[Pd].[Cu]I. The product is [CH3:8][Si:9]([C:12]#[C:13][C:2]1[CH:3]=[N:4][CH:5]=[N:6][CH:7]=1)([CH3:11])[CH3:10]. The yield is 0.850. (6) The reactants are [C:1]([O:5][C:6](=[O:19])[NH:7][CH2:8][CH2:9][N:10]1[CH:14]=[C:13]([N+:15]([O-])=O)[N:12]=[C:11]1[CH3:18])([CH3:4])([CH3:3])[CH3:2]. The catalyst is CO.[Pd]. The product is [C:1]([O:5][C:6](=[O:19])[NH:7][CH2:8][CH2:9][N:10]1[CH:14]=[C:13]([NH2:15])[N:12]=[C:11]1[CH3:18])([CH3:4])([CH3:3])[CH3:2]. The yield is 0.770. (7) The yield is 0.750. The reactants are [CH3:1][O:2][C:3]1[CH:4]=[C:5]([P:12](Cl)(Cl)=[O:13])[CH:6]=[CH:7][C:8]=1[N+:9]([O-:11])=[O:10].[CH:16]([Mg]Br)=[CH2:17].[CH2:20]1COC[CH2:21]1. No catalyst specified. The product is [CH:20]([P:12](=[O:13])([CH:16]=[CH2:17])[C:5]1[CH:6]=[CH:7][C:8]([N+:9]([O-:11])=[O:10])=[C:3]([O:2][CH3:1])[CH:4]=1)=[CH2:21].